Dataset: Forward reaction prediction with 1.9M reactions from USPTO patents (1976-2016). Task: Predict the product of the given reaction. (1) Given the reactants [Br:1]N1C(=O)CCC1=O.[CH3:9][C@H:10]1[O:15][C@@H:14]([CH3:16])[CH2:13][N:12]([C:17]2[CH:22]=[CH:21][CH:20]=[C:19]([C:23]3[CH:27]=[CH:26][O:25][C:24]=3[CH3:28])[N:18]=2)[CH2:11]1, predict the reaction product. The product is: [Br:1][C:20]1[CH:21]=[CH:22][C:17]([N:12]2[CH2:11][C@H:10]([CH3:9])[O:15][C@H:14]([CH3:16])[CH2:13]2)=[N:18][C:19]=1[C:23]1[CH:27]=[CH:26][O:25][C:24]=1[CH3:28]. (2) Given the reactants Br[C:2]1[CH:11]=[CH:10][CH:9]=[C:8]2[C:3]=1[CH:4]=[C:5]([CH3:30])[C:6]([CH:19]([O:25][C:26]([CH3:29])([CH3:28])[CH3:27])[C:20]([O:22][CH2:23][CH3:24])=[O:21])=[C:7]2[C:12]1[CH:17]=[CH:16][C:15]([Cl:18])=[CH:14][CH:13]=1.[CH3:31]B1OB(C)OB(C)O1.C(=O)([O-])[O-].[K+].[K+], predict the reaction product. The product is: [C:26]([O:25][CH:19]([C:6]1[C:5]([CH3:30])=[CH:4][C:3]2[C:8](=[CH:9][CH:10]=[CH:11][C:2]=2[CH3:31])[C:7]=1[C:12]1[CH:13]=[CH:14][C:15]([Cl:18])=[CH:16][CH:17]=1)[C:20]([O:22][CH2:23][CH3:24])=[O:21])([CH3:28])([CH3:27])[CH3:29]. (3) Given the reactants [Cl:1][C:2]1[CH:7]=[CH:6][C:5](/[CH:8]=[CH:9]/[C:10]([OH:12])=O)=[C:4]([CH2:13][N:14]2[N:18]=[N:17][C:16]([CH3:19])=[N:15]2)[CH:3]=1.[CH3:20][C:21]1[CH:22]=[N:23][N:24]([CH2:26][CH2:27][CH:28]2[CH2:33][CH2:32][NH:31][CH2:30][CH2:29]2)[CH:25]=1.CCN(C(C)C)C(C)C.C(P1(=O)OP(CCC)(=O)OP(CCC)(=O)O1)CC, predict the reaction product. The product is: [Cl:1][C:2]1[CH:7]=[CH:6][C:5](/[CH:8]=[CH:9]/[C:10]([N:31]2[CH2:32][CH2:33][CH:28]([CH2:27][CH2:26][N:24]3[CH:25]=[C:21]([CH3:20])[CH:22]=[N:23]3)[CH2:29][CH2:30]2)=[O:12])=[C:4]([CH2:13][N:14]2[N:18]=[N:17][C:16]([CH3:19])=[N:15]2)[CH:3]=1. (4) Given the reactants ClC1C=C(N)C(NCCS(C)(=O)=O)=CC=1.[C:16]([O:20][C:21](=[O:41])[N:22]([C:31]1[CH:36]=[CH:35][C:34]([Cl:37])=[CH:33][C:32]=1[N+:38]([O-])=O)[CH2:23][CH2:24][CH:25]1[CH2:28][S:27](=[O:30])(=[O:29])[CH2:26]1)([CH3:19])([CH3:18])[CH3:17], predict the reaction product. The product is: [C:16]([O:20][C:21](=[O:41])[N:22]([C:31]1[CH:36]=[CH:35][C:34]([Cl:37])=[CH:33][C:32]=1[NH2:38])[CH2:23][CH2:24][CH:25]1[CH2:28][S:27](=[O:29])(=[O:30])[CH2:26]1)([CH3:19])([CH3:17])[CH3:18]. (5) Given the reactants O=C1C2C=CC=CC=2C(=O)[N:3]1[CH2:12][C@H:13]([NH:25][C:26]([NH:28][NH:29][C:30]([C:32]1[CH:33]=[C:34]2[C:39](=[CH:40][CH:41]=1)[CH:38]=[N:37][CH:36]=[CH:35]2)=O)=[S:27])[CH2:14][C:15]1[CH:20]=[CH:19][CH:18]=[C:17]([C:21]([F:24])([F:23])[F:22])[CH:16]=1.N[C@H](CC1C=CC=C(C(F)(F)F)C=1)CN1C(=O)C2C=CC=CC=2C1=O, predict the reaction product. The product is: [NH2:3][CH2:12][C@H:13]([NH:25][C:26]1[S:27][C:30]([C:32]2[CH:33]=[C:34]3[C:39](=[CH:40][CH:41]=2)[CH:38]=[N:37][CH:36]=[CH:35]3)=[N:29][N:28]=1)[CH2:14][C:15]1[CH:20]=[CH:19][CH:18]=[C:17]([C:21]([F:24])([F:23])[F:22])[CH:16]=1.